From a dataset of Peptide-MHC class I binding affinity with 185,985 pairs from IEDB/IMGT. Regression. Given a peptide amino acid sequence and an MHC pseudo amino acid sequence, predict their binding affinity value. This is MHC class I binding data. (1) The peptide sequence is LFTAVTNFL. The MHC is Patr-A0701 with pseudo-sequence Patr-A0701. The binding affinity (normalized) is 0.200. (2) The peptide sequence is SVFELSNFA. The MHC is HLA-A02:12 with pseudo-sequence HLA-A02:12. The binding affinity (normalized) is 0.397. (3) The peptide sequence is FIYFGKKQY. The MHC is HLA-B15:02 with pseudo-sequence HLA-B15:02. The binding affinity (normalized) is 0.808. (4) The peptide sequence is LQQSTYQLV. The MHC is HLA-A02:06 with pseudo-sequence HLA-A02:06. The binding affinity (normalized) is 0.694. (5) The peptide sequence is EVDEGSDMM. The MHC is HLA-B35:01 with pseudo-sequence HLA-B35:01. The binding affinity (normalized) is 0.488.